Dataset: Forward reaction prediction with 1.9M reactions from USPTO patents (1976-2016). Task: Predict the product of the given reaction. (1) Given the reactants [NH2:1][N:2]1[CH:7]=[CH:6][CH:5]=[C:4]([CH3:8])[C:3]1=[NH2+:9].CC1C=C(C)C=C(C)C=1S([O-])(=O)=O.[Cl:23][CH2:24][C:25](OC)=O.C(=O)([O-])[O-].[K+].[K+], predict the reaction product. The product is: [Cl:23][CH2:24][C:25]1[N:9]=[C:3]2[C:4]([CH3:8])=[CH:5][CH:6]=[CH:7][N:2]2[N:1]=1. (2) Given the reactants [CH2:1]([N:8]1[CH2:12][CH2:11][N:10]=[C:9]1[CH2:13][C:14]#[N:15])[C:2]1[CH:7]=[CH:6][CH:5]=[CH:4][CH:3]=1.Cl[C:17]1[C:26]2[C:21](=[CH:22][C:23]([O:29][CH3:30])=[C:24]([O:27][CH3:28])[CH:25]=2)[N:20]=[N:19][CH:18]=1.CN(C)C=O.C[Si]([N-][Si](C)(C)C)(C)C.[K+], predict the reaction product. The product is: [CH2:1]([N:8]1[CH2:12][CH2:11][N:10]=[C:9]1[CH:13]([C:17]1[C:26]2[C:21](=[CH:22][C:23]([O:29][CH3:30])=[C:24]([O:27][CH3:28])[CH:25]=2)[N:20]=[N:19][CH:18]=1)[C:14]#[N:15])[C:2]1[CH:3]=[CH:4][CH:5]=[CH:6][CH:7]=1. (3) Given the reactants [C:1](=[O:20])([O:18][CH3:19])[O:2][C:3]1[CH:8]=[C:7]([N+:9]([O-])=O)[C:6]([Br:12])=[CH:5][C:4]=1[CH:13]1[CH2:17][CH2:16][CH2:15][CH2:14]1.[BH4-].[Na+].C(OCC)(=O)C.CCCCCC, predict the reaction product. The product is: [C:1](=[O:20])([O:18][CH3:19])[O:2][C:3]1[CH:8]=[C:7]([NH2:9])[C:6]([Br:12])=[CH:5][C:4]=1[CH:13]1[CH2:17][CH2:16][CH2:15][CH2:14]1. (4) The product is: [CH2:1]([N:8]1[CH:16]=[C:15]2[C:10]([CH:11]=[C:12]([C:17]3[CH:18]=[C:19]([C:27]4[CH:32]=[CH:31][CH:30]=[C:29]([CH2:33][N:43]5[CH2:47][CH2:46][CH2:45][CH2:44]5)[CH:28]=4)[N:20]4[C:25]=3[C:24]([NH2:26])=[N:23][CH:22]=[N:21]4)[CH:13]=[CH:14]2)=[N:9]1)[C:2]1[CH:7]=[CH:6][CH:5]=[CH:4][CH:3]=1. Given the reactants [CH2:1]([N:8]1[CH:16]=[C:15]2[C:10]([CH:11]=[C:12]([C:17]3[CH:18]=[C:19]([C:27]4[CH:32]=[CH:31][CH:30]=[C:29]([CH2:33]Cl)[CH:28]=4)[N:20]4[C:25]=3[C:24]([NH2:26])=[N:23][CH:22]=[N:21]4)[CH:13]=[CH:14]2)=[N:9]1)[C:2]1[CH:7]=[CH:6][CH:5]=[CH:4][CH:3]=1.[O-]P([O-])([O-])=O.[K+].[K+].[K+].[NH:43]1[CH2:47][CH2:46][CH2:45][CH2:44]1, predict the reaction product. (5) Given the reactants [CH3:1][O:2][C:3]1[CH:19]=[CH:18][C:6]([CH2:7][N:8]2[C:12]3[N:13]=[CH:14][CH:15]=[C:16](O)[C:11]=3[CH:10]=[N:9]2)=[CH:5][CH:4]=1.P(Cl)(Cl)([Cl:22])=O.C([O-])(O)=O.[Na+], predict the reaction product. The product is: [Cl:22][C:16]1[CH:15]=[CH:14][N:13]=[C:12]2[N:8]([CH2:7][C:6]3[CH:18]=[CH:19][C:3]([O:2][CH3:1])=[CH:4][CH:5]=3)[N:9]=[CH:10][C:11]=12. (6) Given the reactants CCN(C(C)C)C(C)C.[Br:10][C:11]1[CH:12]=[C:13]([NH2:17])[CH:14]=[CH:15][CH:16]=1.[N:18]1([CH2:24][C:25]2[CH:33]=[CH:32][C:28]([C:29](O)=[O:30])=[CH:27][CH:26]=2)[CH2:23][CH2:22][CH2:21][CH2:20][CH2:19]1.F[P-](F)(F)(F)(F)F.N1(O[P+](N(C)C)(N(C)C)N(C)C)C2C=CC=CC=2N=N1, predict the reaction product. The product is: [Br:10][C:11]1[CH:12]=[C:13]([NH:17][C:29](=[O:30])[C:28]2[CH:32]=[CH:33][C:25]([CH2:24][N:18]3[CH2:23][CH2:22][CH2:21][CH2:20][CH2:19]3)=[CH:26][CH:27]=2)[CH:14]=[CH:15][CH:16]=1. (7) The product is: [CH2:32]([O:34][C:2]1[N:7]=[C:6]([NH:8][C:9]2[CH:14]=[CH:13][C:12]([O:15][CH3:16])=[C:11]([Cl:17])[CH:10]=2)[N:5]=[C:4]([NH:18][CH:19]2[CH2:25][CH2:24][CH2:23][CH2:22][CH2:21][CH2:20]2)[N:3]=1)[CH3:33]. Given the reactants Cl[C:2]1[N:7]=[C:6]([NH:8][C:9]2[CH:14]=[CH:13][C:12]([O:15][CH3:16])=[C:11]([Cl:17])[CH:10]=2)[N:5]=[C:4]([NH:18][CH:19]2[CH2:25][CH2:24][CH2:23][CH2:22][CH2:21][CH2:20]2)[N:3]=1.C([O-])([O-])=O.[K+].[K+].[CH2:32]([OH:34])[CH3:33], predict the reaction product. (8) Given the reactants [CH3:1][O:2][C:3]1[CH:8]=[CH:7][C:6]([C:9]2[C:18](=[O:19])[C:17]3[C:12](=[CH:13][CH:14]=[N:15][C:16]=3[NH:20][C:21]3C=CC=C[CH:22]=3)[N:11]([CH2:27]C)[CH:10]=2)=[CH:5][CH:4]=1.COC1C=CC(C2C(=O)C3C(=CC=NC=3NC3C=CC=CC=3)[NH:39][CH:38]=2)=CC=1.I[CH3:56].I[CH2:58][CH3:59], predict the reaction product. The product is: [CH2:1]([O:2][C:3]1[CH:4]=[CH:5][C:6]([C:9]2[C:18](=[O:19])[C:17]3[C:12](=[CH:13][CH:14]=[N:15][C:16]=3[NH:20][C:21]3[CH:22]=[N:39][CH:38]=[CH:58][CH:59]=3)[N:11]([CH3:27])[CH:10]=2)=[CH:7][CH:8]=1)[CH3:56]. (9) Given the reactants [N+:1]([C:4]1[CH:9]=[CH:8][C:7]([N:10]2[CH:14]=[CH:13][N:12]=[CH:11]2)=[C:6]([C:15]([F:18])([F:17])[F:16])[CH:5]=1)([O-])=O.N1C=CC=CC=1.[Cl:25][C:26]1[CH:31]=[C:30]([O:32][C:33]2[C:34]3[N:41]([CH3:42])[CH:40]=[CH:39][C:35]=3[N:36]=[CH:37][N:38]=2)[CH:29]=[CH:28][C:27]=1[NH:43][C:44](=O)[O:45]C1C=CC=CC=1, predict the reaction product. The product is: [Cl:25][C:26]1[CH:31]=[C:30]([O:32][C:33]2[C:34]3[N:41]([CH3:42])[CH:40]=[CH:39][C:35]=3[N:36]=[CH:37][N:38]=2)[CH:29]=[CH:28][C:27]=1[NH:43][C:44]([NH:1][C:4]1[CH:9]=[CH:8][C:7]([N:10]2[CH:14]=[CH:13][N:12]=[CH:11]2)=[C:6]([C:15]([F:18])([F:17])[F:16])[CH:5]=1)=[O:45].